Dataset: Reaction yield outcomes from USPTO patents with 853,638 reactions. Task: Predict the reaction yield, written as a fraction of the theoretical maximum amount of product (1.0 means a 100% yield; for example, 0.34 means a 34% yield). (1) The yield is 0.150. The catalyst is O. The product is [NH2:1][C:2]1[N:3]=[C:4]([OH:9])[C:5]2[CH:11]=[CH:10][NH:8][C:6]=2[N:7]=1. The reactants are [NH2:1][C:2]1[N:7]=[C:6]([NH2:8])[CH:5]=[C:4]([OH:9])[N:3]=1.[C:10]([O-])(=O)[CH3:11].[Na+].ClCC=O. (2) The reactants are [NH2:1][CH2:2][C:3]([NH:5][CH2:6][C:7]1[S:8][C:9]([C:12]#[N:13])=[CH:10][CH:11]=1)=[O:4].[C:14]([C:16]1[CH:17]=[C:18]([CH:35]=[CH:36][CH:37]=1)[CH2:19][C:20]([NH:30][C:31]([O:33][CH3:34])=[O:32])([CH2:24][CH2:25][S:26]([CH3:29])(=[O:28])=[O:27])[C:21](O)=[O:22])#[N:15].CN(C(ON1N=NC2C=CC=NC1=2)=[N+](C)C)C.F[P-](F)(F)(F)(F)F.CCN(C(C)C)C(C)C. The catalyst is C(#N)C.CCOC(C)=O.CO.C(Cl)Cl. The product is [CH3:34][O:33][C:31](=[O:32])[NH:30][C:20]([CH2:19][C:18]1[CH:35]=[CH:36][CH:37]=[C:16]([C:14]#[N:15])[CH:17]=1)([C:21](=[O:22])[NH:1][CH2:2][C:3](=[O:4])[NH:5][CH2:6][C:7]1[S:8][C:9]([C:12]#[N:13])=[CH:10][CH:11]=1)[CH2:24][CH2:25][S:26]([CH3:29])(=[O:27])=[O:28]. The yield is 0.390.